From a dataset of Human liver microsome stability data. Regression/Classification. Given a drug SMILES string, predict its absorption, distribution, metabolism, or excretion properties. Task type varies by dataset: regression for continuous measurements (e.g., permeability, clearance, half-life) or binary classification for categorical outcomes (e.g., BBB penetration, CYP inhibition). Dataset: hlm. (1) The molecule is CCN1C(=O)N(CCC(C)C)C2(CCN(Cc3cc(Cl)ccc3O)CC2)C1=O. The result is 1 (stable in human liver microsomes). (2) The molecule is COc1cc2ccc(Br)cc2cc1[C@@H](c1ccccc1)[C@@](O)(CCN(C)C)c1cccc2ccoc12. The result is 0 (unstable in human liver microsomes). (3) The compound is O=S(=O)(NCCN1CCOCC1)c1ccc(NC2CCCCC2)c(NCc2ccccc2)c1. The result is 0 (unstable in human liver microsomes). (4) The molecule is CCN1CCN(C(=O)Cn2c(-c3ccoc3)c(C3CCCCC3)c3ccc(C(=O)O)cc32)CC1. The result is 0 (unstable in human liver microsomes). (5) The compound is CCCN(C)C(=O)COC(=O)C=Cc1ccc(NC(=O)C2(NC(=O)c3ccc4c(C5CCCC5)c(-c5ncc(Cl)cn5)n(C)c4c3)CCC2)cc1OCC. The result is 1 (stable in human liver microsomes).